Dataset: Full USPTO retrosynthesis dataset with 1.9M reactions from patents (1976-2016). Task: Predict the reactants needed to synthesize the given product. (1) Given the product [C:25]([O:28][C:29]([NH:1][C@H:2]1[CH2:8][CH2:7][CH2:6][CH2:5][N:4]([C:9]([O:11][CH2:12][C:13]2[CH:18]=[CH:17][CH:16]=[CH:15][CH:14]=2)=[O:10])[CH2:3]1)=[O:30])([CH3:27])([CH3:26])[CH3:24], predict the reactants needed to synthesize it. The reactants are: [NH2:1][C@H:2]1[CH2:8][CH2:7][CH2:6][CH2:5][N:4]([C:9]([O:11][CH2:12][C:13]2[CH:18]=[CH:17][CH:16]=[CH:15][CH:14]=2)=[O:10])[CH2:3]1.C([O-])(O)=O.[Na+].[CH3:24][C:25]([O:28][C:29](O[C:29]([O:28][C:25]([CH3:27])([CH3:26])[CH3:24])=[O:30])=[O:30])([CH3:27])[CH3:26]. (2) Given the product [F:1][C:2]1[CH:3]=[C:4]([CH:9]=[CH:10][C:11]=1[O:12][CH:13]([CH3:15])[CH3:14])[C:5]([OH:7])=[O:6], predict the reactants needed to synthesize it. The reactants are: [F:1][C:2]1[CH:3]=[C:4]([CH:9]=[CH:10][C:11]=1[O:12][CH:13]([CH3:15])[CH3:14])[C:5]([O:7]C)=[O:6].[OH-].[Na+].